Dataset: Full USPTO retrosynthesis dataset with 1.9M reactions from patents (1976-2016). Task: Predict the reactants needed to synthesize the given product. Given the product [NH2:1][C:2]1[C:7]([NH2:8])=[CH:6][N:5]=[C:4]([O:11][C:12]2[CH:13]=[C:14]([CH:19]=[CH:20][CH:21]=2)[C:15]([O:17][CH3:18])=[O:16])[CH:3]=1, predict the reactants needed to synthesize it. The reactants are: [NH2:1][C:2]1[C:7]([N+:8]([O-])=O)=[CH:6][N:5]=[C:4]([O:11][C:12]2[CH:13]=[C:14]([CH:19]=[CH:20][CH:21]=2)[C:15]([O:17][CH3:18])=[O:16])[CH:3]=1.